From a dataset of NCI-60 drug combinations with 297,098 pairs across 59 cell lines. Regression. Given two drug SMILES strings and cell line genomic features, predict the synergy score measuring deviation from expected non-interaction effect. (1) Drug 1: CC1CCC2CC(C(=CC=CC=CC(CC(C(=O)C(C(C(=CC(C(=O)CC(OC(=O)C3CCCCN3C(=O)C(=O)C1(O2)O)C(C)CC4CCC(C(C4)OC)O)C)C)O)OC)C)C)C)OC. Drug 2: C1=NC(=NC(=O)N1C2C(C(C(O2)CO)O)O)N. Cell line: HCC-2998. Synergy scores: CSS=10.2, Synergy_ZIP=2.34, Synergy_Bliss=7.21, Synergy_Loewe=-1.45, Synergy_HSA=0.195. (2) Drug 1: CCCCCOC(=O)NC1=NC(=O)N(C=C1F)C2C(C(C(O2)C)O)O. Drug 2: C1CN(P(=O)(OC1)NCCCl)CCCl. Cell line: K-562. Synergy scores: CSS=0.0555, Synergy_ZIP=2.60, Synergy_Bliss=3.24, Synergy_Loewe=-1.54, Synergy_HSA=-1.32. (3) Drug 1: C1=CC(=CC=C1CCCC(=O)O)N(CCCl)CCCl. Drug 2: C1CN1P(=S)(N2CC2)N3CC3. Cell line: RPMI-8226. Synergy scores: CSS=64.9, Synergy_ZIP=-5.53, Synergy_Bliss=-3.13, Synergy_Loewe=-0.713, Synergy_HSA=1.54. (4) Drug 1: CN1CCC(CC1)COC2=C(C=C3C(=C2)N=CN=C3NC4=C(C=C(C=C4)Br)F)OC. Drug 2: CC1=C(C(=O)C2=C(C1=O)N3CC4C(C3(C2COC(=O)N)OC)N4)N. Cell line: MDA-MB-435. Synergy scores: CSS=-4.66, Synergy_ZIP=-0.457, Synergy_Bliss=-4.59, Synergy_Loewe=-11.9, Synergy_HSA=-6.79. (5) Drug 1: CCC(=C(C1=CC=CC=C1)C2=CC=C(C=C2)OCCN(C)C)C3=CC=CC=C3.C(C(=O)O)C(CC(=O)O)(C(=O)O)O. Drug 2: CC1=C(C=C(C=C1)C(=O)NC2=CC(=CC(=C2)C(F)(F)F)N3C=C(N=C3)C)NC4=NC=CC(=N4)C5=CN=CC=C5. Cell line: TK-10. Synergy scores: CSS=-0.317, Synergy_ZIP=-0.749, Synergy_Bliss=-2.55, Synergy_Loewe=-2.97, Synergy_HSA=-5.33. (6) Drug 1: C1=CC(=C2C(=C1NCCNCCO)C(=O)C3=C(C=CC(=C3C2=O)O)O)NCCNCCO. Drug 2: CCN(CC)CCCC(C)NC1=C2C=C(C=CC2=NC3=C1C=CC(=C3)Cl)OC. Cell line: SR. Synergy scores: CSS=81.0, Synergy_ZIP=1.51, Synergy_Bliss=0.425, Synergy_Loewe=-0.436, Synergy_HSA=1.48. (7) Drug 1: CN1C(=O)N2C=NC(=C2N=N1)C(=O)N. Drug 2: C(=O)(N)NO. Cell line: NCI-H522. Synergy scores: CSS=2.28, Synergy_ZIP=-0.775, Synergy_Bliss=-0.804, Synergy_Loewe=-0.891, Synergy_HSA=-0.694. (8) Drug 1: COC1=NC(=NC2=C1N=CN2C3C(C(C(O3)CO)O)O)N. Drug 2: CC1CCCC2(C(O2)CC(NC(=O)CC(C(C(=O)C(C1O)C)(C)C)O)C(=CC3=CSC(=N3)C)C)C. Cell line: OVCAR3. Synergy scores: CSS=51.9, Synergy_ZIP=5.54, Synergy_Bliss=2.34, Synergy_Loewe=-29.2, Synergy_HSA=-0.881. (9) Drug 1: C1CN1C2=NC(=NC(=N2)N3CC3)N4CC4. Drug 2: C1C(C(OC1N2C=NC3=C2NC=NCC3O)CO)O. Cell line: DU-145. Synergy scores: CSS=59.6, Synergy_ZIP=-2.11, Synergy_Bliss=-1.99, Synergy_Loewe=-7.99, Synergy_HSA=-0.358. (10) Drug 1: CS(=O)(=O)OCCCCOS(=O)(=O)C. Drug 2: CCC1(C2=C(COC1=O)C(=O)N3CC4=CC5=C(C=CC(=C5CN(C)C)O)N=C4C3=C2)O.Cl. Cell line: RPMI-8226. Synergy scores: CSS=28.2, Synergy_ZIP=-3.48, Synergy_Bliss=-0.145, Synergy_Loewe=-1.01, Synergy_HSA=-1.24.